Task: Predict which catalyst facilitates the given reaction.. Dataset: Catalyst prediction with 721,799 reactions and 888 catalyst types from USPTO (1) Reactant: C(NC(C)C)(C)C.C([Li])CCC.[CH3:13][C@@H:14]1[C@H:18]([C:19]2[CH:24]=[CH:23][CH:22]=[CH:21][CH:20]=2)[O:17][C:16](=[O:25])[N:15]1[C:26](=[O:35])[CH2:27][CH2:28][C@H:29]([CH3:34])[CH2:30][CH2:31][CH2:32][CH3:33].Br[CH2:37][C:38]([O:40][C:41]([CH3:44])([CH3:43])[CH3:42])=[O:39]. Product: [C:41]([O:40][C:38](=[O:39])[CH2:37][C@@H:27]([C:26]([N:15]1[C@H:14]([CH3:13])[C@H:18]([C:19]2[CH:24]=[CH:23][CH:22]=[CH:21][CH:20]=2)[O:17][C:16]1=[O:25])=[O:35])[CH2:28][C@H:29]([CH3:34])[CH2:30][CH2:31][CH2:32][CH3:33])([CH3:44])([CH3:43])[CH3:42]. The catalyst class is: 1. (2) Reactant: [C:1]1([S:7]([N:10]2[CH2:15][CH2:14][CH2:13][CH:12]([C:16]([O:18][CH2:19][CH3:20])=[O:17])[CH2:11]2)(=[O:9])=[O:8])[CH:6]=[CH:5][CH:4]=[CH:3][CH:2]=1.[CH3:21][Si](C)(C)[N-][Si](C)(C)C.[Li+].CCCCCC.CI. Product: [CH3:21][C:12]1([C:16]([O:18][CH2:19][CH3:20])=[O:17])[CH2:13][CH2:14][CH2:15][N:10]([S:7]([C:1]2[CH:2]=[CH:3][CH:4]=[CH:5][CH:6]=2)(=[O:9])=[O:8])[CH2:11]1. The catalyst class is: 7. (3) Reactant: [CH2:1]([C:3]1[CH:8]=[C:7]([C:9]([F:18])([C:14]([F:17])([F:16])[F:15])[C:10]([F:13])([F:12])[F:11])[CH:6]=[C:5]([CH3:19])[C:4]=1[NH:20][C:21]([C:23]1[CH:28]=[CH:27][C:26]([CH:29]([NH:31]C(=O)OC(C)(C)C)[CH3:30])=[CH:25][CH:24]=1)=[O:22])[CH3:2].FC(F)(F)C(O)=O. Product: [NH2:31][CH:29]([C:26]1[CH:25]=[CH:24][C:23]([C:21]([NH:20][C:4]2[C:5]([CH3:19])=[CH:6][C:7]([C:9]([F:18])([C:10]([F:11])([F:12])[F:13])[C:14]([F:15])([F:16])[F:17])=[CH:8][C:3]=2[CH2:1][CH3:2])=[O:22])=[CH:28][CH:27]=1)[CH3:30]. The catalyst class is: 2. (4) Reactant: [CH3:1][S:2]([NH:5][C:6]1[CH:11]=[CH:10][CH:9]=[CH:8][C:7]=1[CH:12]1[O:16][N:15]=[C:14]([C:17]2[N:18]=[C:19]([CH:22]3[CH2:27][CH2:26][N:25](C(OC(C)(C)C)=O)[CH2:24][CH2:23]3)[S:20][CH:21]=2)[CH2:13]1)(=[O:4])=[O:3].[ClH:35]. Product: [Cl-:35].[Cl-:35].[CH3:1][S:2]([NH2+:5][C:6]1[CH:11]=[CH:10][CH:9]=[CH:8][C:7]=1[CH:12]1[O:16][N:15]=[C:14]([C:17]2[N:18]=[C:19]([CH:22]3[CH2:27][CH2:26][NH2+:25][CH2:24][CH2:23]3)[S:20][CH:21]=2)[CH2:13]1)(=[O:3])=[O:4]. The catalyst class is: 12. (5) Reactant: [F:1][C:2]([F:17])([F:16])[C:3]([NH:5][C:6]1[N:7]=[C:8]2[CH:13]=[CH:12][C:11](I)=[CH:10][N:9]2[CH:15]=1)=[O:4].C([Mg]Cl)(C)C.CN([CH:26]=[O:27])C.[NH4+].[Cl-]. Product: [F:1][C:2]([F:17])([F:16])[C:3]([NH:5][C:6]1[N:7]=[C:8]2[CH:13]=[CH:12][C:11]([CH:26]=[O:27])=[CH:10][N:9]2[CH:15]=1)=[O:4]. The catalyst class is: 1. (6) Reactant: Cl[CH2:2][C:3](=[CH2:16])[CH2:4][CH:5]1[O:9][C:8](=[O:10])[CH:7]=[C:6]1[N:11]1[CH2:15][CH2:14][CH2:13][CH2:12]1.[Cl:17][C:18]1[N:23]=[CH:22][C:21]([CH2:24][NH2:25])=[CH:20][CH:19]=1.C(N(C(C)C)C(C)C)C. Product: [Cl:17][C:18]1[N:23]=[CH:22][C:21]([CH2:24][NH:25][CH2:2][C:3](=[CH2:16])[CH2:4][CH:5]2[O:9][C:8](=[O:10])[CH:7]=[C:6]2[N:11]2[CH2:15][CH2:14][CH2:13][CH2:12]2)=[CH:20][CH:19]=1. The catalyst class is: 10.